Dataset: NCI-60 drug combinations with 297,098 pairs across 59 cell lines. Task: Regression. Given two drug SMILES strings and cell line genomic features, predict the synergy score measuring deviation from expected non-interaction effect. (1) Drug 2: C(CN)CNCCSP(=O)(O)O. Synergy scores: CSS=13.2, Synergy_ZIP=-4.31, Synergy_Bliss=0.911, Synergy_Loewe=-9.12, Synergy_HSA=1.99. Drug 1: CN(CCCl)CCCl.Cl. Cell line: BT-549. (2) Drug 1: C1=CC(=CC=C1CCCC(=O)O)N(CCCl)CCCl. Drug 2: C1=NC2=C(N=C(N=C2N1C3C(C(C(O3)CO)O)O)F)N. Cell line: HOP-92. Synergy scores: CSS=26.4, Synergy_ZIP=-10.0, Synergy_Bliss=-5.67, Synergy_Loewe=-4.13, Synergy_HSA=-3.09.